This data is from Catalyst prediction with 721,799 reactions and 888 catalyst types from USPTO. The task is: Predict which catalyst facilitates the given reaction. (1) Reactant: [NH2:1][C:2]1[S:6][CH:5]=[C:4]([CH:7]2[CH2:12][CH2:11][CH2:10][N:9]([C:13]([O:15][CH2:16][C:17]3[CH:22]=[CH:21][CH:20]=[CH:19][CH:18]=3)=[O:14])[CH2:8]2)[C:3]=1[C:23]([O:25][CH2:26][CH3:27])=[O:24].CCN(C(C)C)C(C)C.[F:37][C:38]1[CH:39]=[C:40]([CH:44]=[CH:45][CH:46]=1)[C:41](Cl)=[O:42]. Product: [CH2:26]([O:25][C:23]([C:3]1[C:4]([CH:7]2[CH2:12][CH2:11][CH2:10][N:9]([C:13]([O:15][CH2:16][C:17]3[CH:22]=[CH:21][CH:20]=[CH:19][CH:18]=3)=[O:14])[CH2:8]2)=[CH:5][S:6][C:2]=1[NH:1][C:41](=[O:42])[C:40]1[CH:44]=[CH:45][CH:46]=[C:38]([F:37])[CH:39]=1)=[O:24])[CH3:27]. The catalyst class is: 64. (2) Reactant: [CH3:1][C:2]1[CH:3]=[N:4][C:5]([CH2:11][S+:12]([O-:24])[C:13]2[NH:14][C:15]3[CH:16]=[CH:17][C:18]([O:22][CH3:23])=[CH:19][C:20]=3[N:21]=2)=[C:6]([CH3:10])[C:7]=1[O:8][CH3:9].C1C=C2C=CC(O)=C(C3C4C(=CC=CC=4)C=CC=3O)C2=CC=1.C1C=CC=CC=1. Product: [CH3:1][C:2]1[C:7]([O:8][CH3:9])=[C:6]([CH3:10])[C:5]([CH2:11][S@@:12]([C:13]2[NH:21][C:20]3[CH:19]=[C:18]([O:22][CH3:23])[CH:17]=[CH:16][C:15]=3[N:14]=2)=[O:24])=[N:4][CH:3]=1. The catalyst class is: 81. (3) Reactant: Br[C:2]1[C:6]2[CH:7]([O:13][CH3:14])[NH:8][CH:9]=[C:10]([C:11]#[N:12])[C:5]=2[N:4]([CH:15]2[CH2:19][CH2:18][CH2:17][CH2:16]2)[CH:3]=1.CC1(C)C(C)(C)OB([C:28]2[CH:29]=[C:30]([C:33]([NH2:35])=[O:34])[S:31][CH:32]=2)O1.C(=O)([O-])[O-].[Na+].[Na+].COCCOC. Product: [C:11]([C:10]1[C:5]2[N:4]([CH:15]3[CH2:19][CH2:18][CH2:17][CH2:16]3)[CH:3]=[C:2]([C:28]3[CH:29]=[C:30]([C:33]([NH2:35])=[O:34])[S:31][CH:32]=3)[C:6]=2[C:7]([O:13][CH3:14])=[N:8][CH:9]=1)#[N:12]. The catalyst class is: 6. (4) The catalyst class is: 2. Product: [CH:49]1([O:48][C:46]([NH:45][C@@H:44]([CH2:43][CH2:42][CH2:41][CH2:40][CH2:39][CH2:38][CH2:37][NH:36][C:31]2[CH:32]=[CH:33][CH:34]=[CH:35][C:30]=2[S:27](=[O:29])(=[O:28])[NH:26][C:24]([C@@:19]2([NH:18][C:17]([C@@H:16]3[CH2:15][C@@:10]4([C:12]([CH3:13])([CH3:14])[CH2:11]4)[CH2:9][NH:8]3)=[O:57])[CH2:21][C@H:20]2[CH:22]=[CH2:23])=[O:25])[C:54]([OH:56])=[O:55])=[O:47])[CH2:53][CH2:52][CH2:51][CH2:50]1. Reactant: C(OC([N:8]1[C@H:16]([C:17](=[O:57])[NH:18][C@:19]2([C:24]([NH:26][S:27]([C:30]3[CH:35]=[CH:34][CH:33]=[CH:32][C:31]=3[NH:36][CH2:37][CH2:38][CH2:39][CH2:40][CH2:41][CH2:42][CH2:43][C@@H:44]([C:54]([OH:56])=[O:55])[NH:45][C:46]([O:48][CH:49]3[CH2:53][CH2:52][CH2:51][CH2:50]3)=[O:47])(=[O:29])=[O:28])=[O:25])[CH2:21][C@H:20]2[CH:22]=[CH2:23])[CH2:15][C@@:10]2([C:12]([CH3:14])([CH3:13])[CH2:11]2)[CH2:9]1)=O)(C)(C)C.C(O)(C(F)(F)F)=O. (5) Reactant: C(OC([N:8]1[CH2:14][CH2:13][CH2:12][N:11]([CH2:15][C:16]2[CH:21]=[CH:20][C:19]([O:22][CH2:23][CH2:24][CH2:25][N:26]3[CH2:31][CH2:30][CH2:29][CH2:28][CH2:27]3)=[CH:18][CH:17]=2)[CH2:10][CH2:9]1)=O)(C)(C)C.FC(F)(F)C(O)=O. Product: [N:26]1([CH2:25][CH2:24][CH2:23][O:22][C:19]2[CH:20]=[CH:21][C:16]([CH2:15][N:11]3[CH2:12][CH2:13][CH2:14][NH:8][CH2:9][CH2:10]3)=[CH:17][CH:18]=2)[CH2:27][CH2:28][CH2:29][CH2:30][CH2:31]1. The catalyst class is: 4. (6) Reactant: F[C:2]1[CH:12]=[CH:11][C:5]([CH:6](O)[C:7](O)=[O:8])=[CH:4][CH:3]=1.COC(=O)CC1C=CC=CC=1.O.[NH2:25][NH2:26]. Product: [C:5]1([CH2:6][C:7]([NH:25][NH2:26])=[O:8])[CH:11]=[CH:12][CH:2]=[CH:3][CH:4]=1. The catalyst class is: 8. (7) Reactant: [Br:1][C:2]1[CH:3]=[N:4][C:5]2[N:6]([N:8]=[C:9]([C:11]([OH:13])=O)[CH:10]=2)[CH:7]=1.CN(C(ON1N=NC2C=CC=CC1=2)=[N+](C)C)C.[B-](F)(F)(F)F.C(N(CC)CC)C.[CH3:43][CH:44]1[C:49]2[CH:50]=[CH:51][S:52][C:48]=2[CH2:47][CH2:46][NH:45]1. Product: [Br:1][C:2]1[CH:3]=[N:4][C:5]2[N:6]([N:8]=[C:9]([C:11]([N:45]3[CH2:46][CH2:47][C:48]4[S:52][CH:51]=[CH:50][C:49]=4[CH:44]3[CH3:43])=[O:13])[CH:10]=2)[CH:7]=1. The catalyst class is: 47. (8) Reactant: [C:1]([O:5][C:6]([NH:8][CH2:9][C:10]([CH2:22][NH:23][C:24]([O:26][C:27]([CH3:30])([CH3:29])[CH3:28])=[O:25])([CH2:13][NH:14][C:15]([O:17][C:18]([CH3:21])([CH3:20])[CH3:19])=[O:16])[CH2:11][OH:12])=[O:7])([CH3:4])([CH3:3])[CH3:2].CC#N.O.C(N(CC(O)=O)CC(O)=O)CN(CC(O)=O)CC(O)=[O:40]. Product: [C:27]([O:26][C:24]([NH:23][CH2:22][C:10]([CH2:13][NH:14][C:15]([O:17][C:18]([CH3:21])([CH3:19])[CH3:20])=[O:16])([CH2:9][NH:8][C:6]([O:5][C:1]([CH3:2])([CH3:3])[CH3:4])=[O:7])[C:11]([OH:40])=[O:12])=[O:25])([CH3:30])([CH3:29])[CH3:28]. The catalyst class is: 25. (9) Reactant: [ClH:1].NN.[CH3:4][O:5][CH2:6][CH2:7][O:8][C:9]1[C:10]([CH2:29][N:30]2C(=O)C3C(=CC=CC=3)C2=O)=[C:11]2[C:16](=[CH:17][CH:18]=1)[NH:15][C:14](=[C:19]1[C:27]3[C:22](=[CH:23][CH:24]=[CH:25][CH:26]=3)[NH:21][C:20]1=[O:28])[CH:13]=[CH:12]2. Product: [ClH:1].[NH2:30][CH2:29][C:10]1[C:9]([O:8][CH2:7][CH2:6][O:5][CH3:4])=[CH:18][CH:17]=[C:16]2[C:11]=1[CH:12]=[CH:13][C:14](=[C:19]1[C:27]3[C:22](=[CH:23][CH:24]=[CH:25][CH:26]=3)[NH:21][C:20]1=[O:28])[NH:15]2. The catalyst class is: 8.